The task is: Regression. Given a peptide amino acid sequence and an MHC pseudo amino acid sequence, predict their binding affinity value. This is MHC class I binding data.. This data is from Peptide-MHC class I binding affinity with 185,985 pairs from IEDB/IMGT. (1) The peptide sequence is SPVMGVIGF. The MHC is HLA-B39:01 with pseudo-sequence HLA-B39:01. The binding affinity (normalized) is 0.0847. (2) The peptide sequence is AYINWGFGI. The MHC is HLA-A23:01 with pseudo-sequence HLA-A23:01. The binding affinity (normalized) is 1.00. (3) The peptide sequence is FVKKMLPKI. The MHC is HLA-A02:06 with pseudo-sequence HLA-A02:06. The binding affinity (normalized) is 0.730.